From a dataset of Forward reaction prediction with 1.9M reactions from USPTO patents (1976-2016). Predict the product of the given reaction. (1) Given the reactants [C:1]([CH2:4][C:5](=[O:7])[CH3:6])(=[O:3])[CH3:2].C([N:10]([CH2:13][CH3:14])CC)C, predict the reaction product. The product is: [CH3:2][C:1]1[O:3][N:10]=[C:13]([C:14]2[CH:6]=[CH:5][CH:4]=[CH:1][CH:2]=2)[C:4]=1[C:5](=[O:7])[CH3:6]. (2) Given the reactants [F:1][C:2]1[C:7]([F:8])=[CH:6][CH:5]=[CH:4][C:3]=1[C:9]1([OH:14])[CH2:13][CH2:12][NH:11][CH2:10]1.C(=O)([O-])[O-].[K+].[K+].[CH:21]1([CH2:24]Br)[CH2:23][CH2:22]1, predict the reaction product. The product is: [CH:21]1([CH2:24][N:11]2[CH2:12][CH2:13][C:9]([C:3]3[CH:4]=[CH:5][CH:6]=[C:7]([F:8])[C:2]=3[F:1])([OH:14])[CH2:10]2)[CH2:23][CH2:22]1. (3) The product is: [CH2:10]([O:12][C:13]([N:15]1[CH2:16][CH2:17][N:18]([C:2]2[CH:9]=[CH:8][CH:7]=[CH:6][C:3]=2[CH:4]=[O:5])[CH2:19][CH2:20]1)=[O:14])[CH3:11]. Given the reactants F[C:2]1[CH:9]=[CH:8][CH:7]=[CH:6][C:3]=1[CH:4]=[O:5].[CH2:10]([O:12][C:13]([N:15]1[CH2:20][CH2:19][NH:18][CH2:17][CH2:16]1)=[O:14])[CH3:11].C(=O)([O-])[O-].[Ca+2], predict the reaction product. (4) Given the reactants C1(P(C2C=CC=CC=2)C2C=CC=CC=2)C=CC=CC=1.[N:20]1[C:29]2[NH:28][CH2:27][CH2:26][CH2:25][C:24]=2[CH:23]=[CH:22][C:21]=1[CH2:30][CH2:31][OH:32].[C:33]([O:37][C:38]([NH:40][C@H:41]([C:50]([O:52][CH3:53])=[O:51])[CH2:42][C:43]1[CH:48]=[CH:47][C:46](O)=[CH:45][N:44]=1)=[O:39])([CH3:36])([CH3:35])[CH3:34], predict the reaction product. The product is: [C:33]([O:37][C:38]([NH:40][C@H:41]([C:50]([O:52][CH3:53])=[O:51])[CH2:42][C:43]1[CH:48]=[CH:47][C:46]([O:32][CH2:31][CH2:30][C:21]2[CH:22]=[CH:23][C:24]3[CH2:25][CH2:26][CH2:27][NH:28][C:29]=3[N:20]=2)=[CH:45][N:44]=1)=[O:39])([CH3:35])([CH3:36])[CH3:34]. (5) Given the reactants O=[C:2]1[CH2:7][CH2:6][N:5]([C:8]2[CH:16]=[CH:15][C:11]([C:12]([NH2:14])=[O:13])=[CH:10][CH:9]=2)[CH2:4][CH2:3]1.[NH2:17][CH2:18][C@@H:19]([C:21]1[CH:22]=[CH:23][C:24]([OH:32])=[C:25]([NH:27][S:28]([CH3:31])(=[O:30])=[O:29])[CH:26]=1)[OH:20], predict the reaction product. The product is: [OH:20][C@H:19]([C:21]1[CH:22]=[CH:23][C:24]([OH:32])=[C:25]([NH:27][S:28]([CH3:31])(=[O:30])=[O:29])[CH:26]=1)[CH2:18][NH:17][CH:2]1[CH2:7][CH2:6][N:5]([C:8]2[CH:16]=[CH:15][C:11]([C:12]([NH2:14])=[O:13])=[CH:10][CH:9]=2)[CH2:4][CH2:3]1. (6) The product is: [Cl:1][C:2]1[N:7]=[C:6]([Cl:8])[C:5]([CH:9]([NH:20][C:17]2[CH:18]=[CH:19][C:14]([O:13][CH3:12])=[CH:15][CH:16]=2)[CH3:10])=[CH:4][N:3]=1. Given the reactants [Cl:1][C:2]1[N:7]=[C:6]([Cl:8])[C:5]([CH:9](Br)[CH3:10])=[CH:4][N:3]=1.[CH3:12][O:13][C:14]1[CH:19]=[CH:18][C:17]([NH2:20])=[CH:16][CH:15]=1.C(=O)([O-])[O-].[K+].[K+].[I-].[K+], predict the reaction product. (7) Given the reactants Br[C:2]1[CH:7]=[CH:6][C:5]([C@@H:8]([NH:10][C:11](=[O:17])[O:12][C:13]([CH3:16])([CH3:15])[CH3:14])[CH3:9])=[CH:4][CH:3]=1.[CH3:18][N:19](C)C=O, predict the reaction product. The product is: [C:18]([C:2]1[CH:7]=[CH:6][C:5]([C@@H:8]([NH:10][C:11](=[O:17])[O:12][C:13]([CH3:16])([CH3:15])[CH3:14])[CH3:9])=[CH:4][CH:3]=1)#[N:19].